From a dataset of Full USPTO retrosynthesis dataset with 1.9M reactions from patents (1976-2016). Predict the reactants needed to synthesize the given product. (1) Given the product [CH3:22][N:23]([CH3:27])[CH2:24][CH2:25][NH:26][C:2]1[C:11]2[C:6](=[CH:7][CH:8]=[C:9]3[S:14](=[O:16])(=[O:15])[CH2:13][CH2:12][C:10]3=2)[N:5]=[CH:4][C:3]=1[C:17]([O:19][CH2:20][CH3:21])=[O:18], predict the reactants needed to synthesize it. The reactants are: Cl[C:2]1[C:11]2[C:6](=[CH:7][CH:8]=[C:9]3[S:14](=[O:16])(=[O:15])[CH2:13][CH2:12][C:10]3=2)[N:5]=[CH:4][C:3]=1[C:17]([O:19][CH2:20][CH3:21])=[O:18].[CH3:22][N:23]([CH3:27])[CH2:24][CH2:25][NH2:26]. (2) The reactants are: [NH:1]1[CH2:6][CH2:5][CH:4]([CH2:7][OH:8])[CH2:3][CH2:2]1.Cl[C:10]([O:12][CH2:13][CH3:14])=[O:11].C(N(CC)CC)C. Given the product [OH:8][CH2:7][CH:4]1[CH2:5][CH2:6][N:1]([C:10]([O:12][CH2:13][CH3:14])=[O:11])[CH2:2][CH2:3]1, predict the reactants needed to synthesize it. (3) The reactants are: [Cl:1][C:2]1[CH:7]=[CH:6][CH:5]=[C:4]([Cl:8])[C:3]=1[C:9]1[NH:13][C:12](=[O:14])[N:11]([C:15]2[CH:24]=[CH:23][C:18]([C:19](OC)=[O:20])=[C:17]([O:25][CH3:26])[CH:16]=2)[N:10]=1.[CH3:27][S:28][C:29]1[CH:35]=[CH:34][C:32]([NH2:33])=[CH:31][CH:30]=1.C[Al](C)C. Given the product [Cl:8][C:4]1[CH:5]=[CH:6][CH:7]=[C:2]([Cl:1])[C:3]=1[C:9]1[NH:13][C:12](=[O:14])[N:11]([C:15]2[CH:24]=[CH:23][C:18]([C:19]([NH:33][C:32]3[CH:34]=[CH:35][C:29]([S:28][CH3:27])=[CH:30][CH:31]=3)=[O:20])=[C:17]([O:25][CH3:26])[CH:16]=2)[N:10]=1, predict the reactants needed to synthesize it. (4) The reactants are: [CH3:1][NH:2][C@H:3]1[CH2:8][CH2:7][C@H:6]([OH:9])[CH2:5][CH2:4]1.[Br:10][C:11]1[CH:16]=[CH:15][C:14]([S:17](Cl)(=[O:19])=[O:18])=[CH:13][CH:12]=1. Given the product [Br:10][C:11]1[CH:16]=[CH:15][C:14]([S:17]([N:2]([C@H:3]2[CH2:8][CH2:7][C@H:6]([OH:9])[CH2:5][CH2:4]2)[CH3:1])(=[O:19])=[O:18])=[CH:13][CH:12]=1, predict the reactants needed to synthesize it. (5) Given the product [ClH:1].[F:11][C:12]1[CH:13]=[C:14]([CH:26]=[CH:27][CH:28]=1)[CH2:15][N:16]1[C:24]2[C:19](=[CH:20][C:21]([NH:25][C:2]3[C:3]4[NH:10][CH:9]=[CH:8][C:4]=4[N:5]=[CH:6][N:7]=3)=[CH:22][CH:23]=2)[CH:18]=[N:17]1, predict the reactants needed to synthesize it. The reactants are: [Cl:1][C:2]1[C:3]2[NH:10][CH:9]=[CH:8][C:4]=2[N:5]=[CH:6][N:7]=1.[F:11][C:12]1[CH:13]=[C:14]([CH:26]=[CH:27][CH:28]=1)[CH2:15][N:16]1[C:24]2[C:19](=[CH:20][C:21]([NH2:25])=[CH:22][CH:23]=2)[CH:18]=[N:17]1.C(OCC)(=O)C. (6) Given the product [NH2:27][C:25]1[CH:26]=[C:22]([C:20]([NH:19][C:11]2[S:12][C:13]([CH2:14][CH2:15][CH:16]([CH3:18])[CH3:17])=[C:9]([C:7]([NH:6][CH2:5][CH2:4][CH2:3][N:2]([CH3:1])[CH3:31])=[O:8])[N:10]=2)=[O:21])[N:23]([CH3:30])[CH:24]=1, predict the reactants needed to synthesize it. The reactants are: [CH3:1][N:2]([CH3:31])[CH2:3][CH2:4][CH2:5][NH:6][C:7]([C:9]1[N:10]=[C:11]([NH:19][C:20]([C:22]2[N:23]([CH3:30])[CH:24]=[C:25]([N+:27]([O-])=O)[CH:26]=2)=[O:21])[S:12][C:13]=1[CH2:14][CH2:15][CH:16]([CH3:18])[CH3:17])=[O:8].